From a dataset of NCI-60 drug combinations with 297,098 pairs across 59 cell lines. Regression. Given two drug SMILES strings and cell line genomic features, predict the synergy score measuring deviation from expected non-interaction effect. (1) Drug 1: CCCCC(=O)OCC(=O)C1(CC(C2=C(C1)C(=C3C(=C2O)C(=O)C4=C(C3=O)C=CC=C4OC)O)OC5CC(C(C(O5)C)O)NC(=O)C(F)(F)F)O. Drug 2: C1C(C(OC1N2C=NC(=NC2=O)N)CO)O. Cell line: SK-OV-3. Synergy scores: CSS=29.3, Synergy_ZIP=2.39, Synergy_Bliss=1.27, Synergy_Loewe=-1.26, Synergy_HSA=-1.77. (2) Synergy scores: CSS=53.0, Synergy_ZIP=6.38, Synergy_Bliss=6.75, Synergy_Loewe=6.05, Synergy_HSA=5.32. Drug 1: CCN(CC)CCNC(=O)C1=C(NC(=C1C)C=C2C3=C(C=CC(=C3)F)NC2=O)C. Drug 2: CCCCC(=O)OCC(=O)C1(CC(C2=C(C1)C(=C3C(=C2O)C(=O)C4=C(C3=O)C=CC=C4OC)O)OC5CC(C(C(O5)C)O)NC(=O)C(F)(F)F)O. Cell line: ACHN. (3) Drug 1: CN1CCC(CC1)COC2=C(C=C3C(=C2)N=CN=C3NC4=C(C=C(C=C4)Br)F)OC. Drug 2: C1CC(=O)NC(=O)C1N2C(=O)C3=CC=CC=C3C2=O. Cell line: COLO 205. Synergy scores: CSS=0.870, Synergy_ZIP=2.67, Synergy_Bliss=5.24, Synergy_Loewe=-1.49, Synergy_HSA=-2.45. (4) Drug 1: C1C(C(OC1N2C=NC3=C(N=C(N=C32)Cl)N)CO)O. Drug 2: CC1C(C(CC(O1)OC2CC(OC(C2O)C)OC3=CC4=CC5=C(C(=O)C(C(C5)C(C(=O)C(C(C)O)O)OC)OC6CC(C(C(O6)C)O)OC7CC(C(C(O7)C)O)OC8CC(C(C(O8)C)O)(C)O)C(=C4C(=C3C)O)O)O)O. Cell line: OVCAR-4. Synergy scores: CSS=54.6, Synergy_ZIP=-1.78, Synergy_Bliss=0.0499, Synergy_Loewe=0.353, Synergy_HSA=0.810. (5) Drug 1: CC(C1=C(C=CC(=C1Cl)F)Cl)OC2=C(N=CC(=C2)C3=CN(N=C3)C4CCNCC4)N. Drug 2: CN(C(=O)NC(C=O)C(C(C(CO)O)O)O)N=O. Synergy scores: CSS=32.2, Synergy_ZIP=-3.20, Synergy_Bliss=-8.20, Synergy_Loewe=-25.1, Synergy_HSA=-7.33. Cell line: K-562. (6) Drug 1: C1CCC(C1)C(CC#N)N2C=C(C=N2)C3=C4C=CNC4=NC=N3. Drug 2: CCC1=C2CN3C(=CC4=C(C3=O)COC(=O)C4(CC)O)C2=NC5=C1C=C(C=C5)O. Cell line: HS 578T. Synergy scores: CSS=17.8, Synergy_ZIP=3.58, Synergy_Bliss=7.78, Synergy_Loewe=-1.24, Synergy_HSA=2.58. (7) Drug 1: CCCCC(=O)OCC(=O)C1(CC(C2=C(C1)C(=C3C(=C2O)C(=O)C4=C(C3=O)C=CC=C4OC)O)OC5CC(C(C(O5)C)O)NC(=O)C(F)(F)F)O. Drug 2: C1CN(CCN1C(=O)CCBr)C(=O)CCBr. Cell line: NCI-H322M. Synergy scores: CSS=12.9, Synergy_ZIP=-4.91, Synergy_Bliss=0.522, Synergy_Loewe=-6.10, Synergy_HSA=-1.04.